From a dataset of Catalyst prediction with 721,799 reactions and 888 catalyst types from USPTO. Predict which catalyst facilitates the given reaction. (1) Reactant: [H-].[Na+].[C:3](Cl)(=[O:5])[CH3:4].[F:7][C:8]1[CH:29]=[CH:28][C:11]([NH:12][C:13]2[CH:14]=[C:15]([CH:24]=[CH:25][C:26]=2[CH3:27])[C:16]([C:18]2[CH:23]=[CH:22][CH:21]=[CH:20][CH:19]=2)=[O:17])=[CH:10][CH:9]=1.Cl. Product: [C:16]([C:15]1[CH:24]=[CH:25][C:26]([CH3:27])=[C:13]([N:12]([C:11]2[CH:10]=[CH:9][C:8]([F:7])=[CH:29][CH:28]=2)[C:3](=[O:5])[CH3:4])[CH:14]=1)(=[O:17])[C:18]1[CH:23]=[CH:22][CH:21]=[CH:20][CH:19]=1. The catalyst class is: 434. (2) Reactant: [NH2:1][CH2:2][CH2:3][CH2:4][CH2:5][CH2:6][CH2:7][CH2:8][CH2:9][N:10]1[C:22]2[C:21]3[CH:20]=[CH:19][CH:18]=[CH:17][C:16]=3[N:15]=[C:14]([NH2:23])[C:13]=2[N:12]=[C:11]1[CH2:24][CH2:25][O:26][CH3:27].[C:28]1([N:34]=[C:35]=[O:36])[CH:33]=[CH:32][CH:31]=[CH:30][CH:29]=1. Product: [NH2:23][C:14]1[C:13]2[N:12]=[C:11]([CH2:24][CH2:25][O:26][CH3:27])[N:10]([CH2:9][CH2:8][CH2:7][CH2:6][CH2:5][CH2:4][CH2:3][CH2:2][NH:1][C:35]([NH:34][C:28]3[CH:33]=[CH:32][CH:31]=[CH:30][CH:29]=3)=[O:36])[C:22]=2[C:21]2[CH:20]=[CH:19][CH:18]=[CH:17][C:16]=2[N:15]=1. The catalyst class is: 4. (3) Reactant: [I-].[F:2][C:3]([F:26])([F:25])[CH2:4][CH2:5][P+:6]([C:19]1[CH:24]=[CH:23][CH:22]=[CH:21][CH:20]=1)([C:13]1[CH:18]=[CH:17][CH:16]=[CH:15][CH:14]=1)[C:7]1[CH:12]=[CH:11][CH:10]=[CH:9][CH:8]=1.C[Si]([N-][Si](C)(C)C)(C)C.[Li+].[CH2:37]([O:39][C:40](Cl)=[O:41])[CH3:38]. Product: [CH2:37]([O:39][C:40](=[O:41])[C:5](=[P:6]([C:13]1[CH:14]=[CH:15][CH:16]=[CH:17][CH:18]=1)([C:7]1[CH:8]=[CH:9][CH:10]=[CH:11][CH:12]=1)[C:19]1[CH:24]=[CH:23][CH:22]=[CH:21][CH:20]=1)[CH2:4][C:3]([F:2])([F:25])[F:26])[CH3:38]. The catalyst class is: 1.